Dataset: Reaction yield outcomes from USPTO patents with 853,638 reactions. Task: Predict the reaction yield, written as a fraction of the theoretical maximum amount of product (1.0 means a 100% yield; for example, 0.34 means a 34% yield). The reactants are [F:1][C:2]1[CH:7]=[CH:6][C:5]([C:8]([C:10]2[CH:15]=[C:14]([O:16][C:17]([F:22])([F:21])[CH:18]([F:20])[F:19])[CH:13]=[C:12]([F:23])[CH:11]=2)=O)=[CH:4][C:3]=1[O:24][CH:25]([CH3:27])[CH3:26].Cl.[NH2:29][OH:30]. The catalyst is N1C=CC=CC=1. The product is [F:1][C:2]1[CH:7]=[CH:6][C:5]([C:8]([C:10]2[CH:15]=[C:14]([O:16][C:17]([F:22])([F:21])[CH:18]([F:20])[F:19])[CH:13]=[C:12]([F:23])[CH:11]=2)=[N:29][OH:30])=[CH:4][C:3]=1[O:24][CH:25]([CH3:27])[CH3:26]. The yield is 0.770.